Dataset: Peptide-MHC class I binding affinity with 185,985 pairs from IEDB/IMGT. Task: Regression. Given a peptide amino acid sequence and an MHC pseudo amino acid sequence, predict their binding affinity value. This is MHC class I binding data. (1) The peptide sequence is LLFGYPVYV. The MHC is HLA-A02:01 with pseudo-sequence HLA-A02:01. The binding affinity (normalized) is 0.674. (2) The peptide sequence is KYQLKHIVW. The MHC is HLA-B40:02 with pseudo-sequence HLA-B40:02. The binding affinity (normalized) is 0. (3) The peptide sequence is EEPAALLPLS. The MHC is HLA-B40:01 with pseudo-sequence HLA-B40:01. The binding affinity (normalized) is 0.132. (4) The peptide sequence is FLFLAWIMLL. The binding affinity (normalized) is 0.360. The MHC is HLA-A02:06 with pseudo-sequence HLA-A02:06.